This data is from Reaction yield outcomes from USPTO patents with 853,638 reactions. The task is: Predict the reaction yield, written as a fraction of the theoretical maximum amount of product (1.0 means a 100% yield; for example, 0.34 means a 34% yield). (1) The reactants are [C:1]([O:5][C:6]([N:8]1[CH:12]=[CH:11][C:10]([CH3:13])=[N:9]1)=[O:7])([CH3:4])([CH3:3])[CH3:2].[Br:14]N1C(=O)CCC1=O.C(OOC(=O)C1C=CC=CC=1)(=O)C1C=CC=CC=1. The catalyst is C(Cl)(Cl)(Cl)Cl.C(OCC)(=O)C.C([O-])(O)=O.[Na+]. The product is [C:1]([O:5][C:6]([N:8]1[CH:12]=[CH:11][C:10]([CH2:13][Br:14])=[N:9]1)=[O:7])([CH3:4])([CH3:3])[CH3:2]. The yield is 0.510. (2) The reactants are [CH2:1]([N:3]1[CH:7]=[C:6]([C:8]2[CH:13]=[CH:12][N:11]=[C:10]3[NH:14][CH:15]=[CH:16][C:9]=23)[C:5]([C:17]2[CH:23]=[CH:22][C:20]([NH2:21])=[CH:19][CH:18]=2)=[N:4]1)[CH3:2].[N:24]1([C:29](Cl)=[O:30])[CH2:28][CH2:27][CH2:26][CH2:25]1. The catalyst is N1C=CC=CC=1. The product is [CH2:1]([N:3]1[CH:7]=[C:6]([C:8]2[CH:13]=[CH:12][N:11]=[C:10]3[NH:14][CH:15]=[CH:16][C:9]=23)[C:5]([C:17]2[CH:23]=[CH:22][C:20]([NH:21][C:29]([N:24]3[CH2:28][CH2:27][CH2:26][CH2:25]3)=[O:30])=[CH:19][CH:18]=2)=[N:4]1)[CH3:2]. The yield is 0.520. (3) The reactants are Cl[C:2]1[C:7]([C:8]([N:10]2[CH2:15][CH2:14][CH:13]([C:16]3[CH:21]=[CH:20][C:19]([F:22])=[CH:18][CH:17]=3)[CH2:12][CH2:11]2)=[O:9])=[CH:6][N:5]([CH3:23])[C:4](=[O:24])[C:3]=1[CH3:25].[NH2:26][C:27]1[CH:34]=[CH:33][C:30]([C:31]#[N:32])=[C:29]([Cl:35])[CH:28]=1. No catalyst specified. The product is [Cl:35][C:29]1[CH:28]=[C:27]([NH:26][C:2]2[C:7]([C:8]([N:10]3[CH2:15][CH2:14][CH:13]([C:16]4[CH:21]=[CH:20][C:19]([F:22])=[CH:18][CH:17]=4)[CH2:12][CH2:11]3)=[O:9])=[CH:6][N:5]([CH3:23])[C:4](=[O:24])[C:3]=2[CH3:25])[CH:34]=[CH:33][C:30]=1[C:31]#[N:32]. The yield is 0.390.